This data is from Forward reaction prediction with 1.9M reactions from USPTO patents (1976-2016). The task is: Predict the product of the given reaction. (1) Given the reactants [CH3:1][C:2]1[S:3][CH:4]=[CH:5][C:6]=1[C:7](=[O:9])[CH3:8].[BH4-].[Na+].O, predict the reaction product. The product is: [CH3:1][C:2]1[S:3][CH:4]=[CH:5][C:6]=1[CH:7]([OH:9])[CH3:8]. (2) Given the reactants [CH2:1]([O:3][C:4](=[O:23])[CH:5]=[CH:6][CH2:7][CH2:8][C@@H:9]1[CH2:13][C:12]([F:15])([F:14])[CH2:11][N:10]1[C:16]([O:18][C:19]([CH3:22])([CH3:21])[CH3:20])=[O:17])[CH3:2], predict the reaction product. The product is: [CH2:1]([O:3][C:4](=[O:23])[CH2:5][CH2:6][CH2:7][CH2:8][C@@H:9]1[CH2:13][C:12]([F:15])([F:14])[CH2:11][N:10]1[C:16]([O:18][C:19]([CH3:22])([CH3:21])[CH3:20])=[O:17])[CH3:2].